Dataset: Catalyst prediction with 721,799 reactions and 888 catalyst types from USPTO. Task: Predict which catalyst facilitates the given reaction. (1) Reactant: [CH:1]1[C:10]2[C:5](=[CH:6][C:7]([C:11]3[O:15][N:14]=[C:13]([NH:16][CH2:17][C@@H:18]([NH:30]C(=O)OC(C)(C)C)[CH2:19][C:20]4[CH:25]=[CH:24][C:23]([C:26]([F:29])([F:28])[F:27])=[CH:22][CH:21]=4)[CH:12]=3)=[CH:8][CH:9]=2)[CH:4]=[CH:3][N:2]=1.C(O)(C(F)(F)F)=O. Product: [NH2:30][C@@H:18]([CH2:19][C:20]1[CH:25]=[CH:24][C:23]([C:26]([F:27])([F:29])[F:28])=[CH:22][CH:21]=1)[CH2:17][NH:16][C:13]1[CH:12]=[C:11]([C:7]2[CH:6]=[C:5]3[C:10](=[CH:9][CH:8]=2)[CH:1]=[N:2][CH:3]=[CH:4]3)[O:15][N:14]=1. The catalyst class is: 91. (2) Reactant: Br[C:2]1[CH:7]=[CH:6][C:5]([P:8](=[O:23])([C:16]2[CH:21]=[CH:20][C:19](Br)=[CH:18][CH:17]=2)[C:9]2[CH:14]=[CH:13][C:12](Br)=[CH:11][CH:10]=2)=[CH:4][CH:3]=1.[CH2:24]=[CH:25][CH2:26][CH2:27][CH2:28][CH2:29][CH2:30][CH2:31][CH2:32][CH2:33][CH2:34][CH2:35][CH2:36][CH2:37][CH2:38][CH3:39].[CH3:40][C:41]([O-])=O.[Na+]. Product: [CH:24]([C:2]1[CH:7]=[CH:6][C:5]([P:8](=[O:23])([C:16]2[CH:21]=[CH:20][C:19]([CH:24]=[CH:25][CH2:26][CH2:27][CH2:28][CH2:29][CH2:30][CH2:31][CH2:32][CH2:33][CH2:34][CH2:35][CH2:36][CH2:37][CH2:41][CH3:40])=[CH:18][CH:17]=2)[C:9]2[CH:14]=[CH:13][C:12]([CH:24]=[CH:25][CH2:26][CH2:27][CH2:28][CH2:29][CH2:30][CH2:31][CH2:32][CH2:33][CH2:34][CH2:35][CH2:36][CH2:37][CH2:38][CH3:39])=[CH:11][CH:10]=2)=[CH:4][CH:3]=1)=[CH:25][CH2:26][CH2:27][CH2:28][CH2:29][CH2:30][CH2:31][CH2:32][CH2:33][CH2:34][CH2:35][CH2:36][CH2:37][CH2:38][CH3:39]. The catalyst class is: 3. (3) Reactant: [F:1][C:2]1[CH:3]=[CH:4][CH:5]=[C:6]2[C:10]=1[N:9]([CH3:11])[C:8](=[O:12])[C:7]2([CH3:14])[CH3:13].C([O-])(=O)C.[Na+].[Br:20]Br. Product: [Br:20][C:4]1[CH:5]=[C:6]2[C:10](=[C:2]([F:1])[CH:3]=1)[N:9]([CH3:11])[C:8](=[O:12])[C:7]2([CH3:14])[CH3:13]. The catalyst class is: 2. (4) Reactant: [CH2:1](O)[CH2:2]/[CH:3]=[CH:4]\[CH2:5][CH2:6]/[CH:7]=[CH:8]\[CH:9]=[CH:10]\[CH2:11][CH3:12].N1C=CC=CC=1.CN(C)C=O.CS([Cl:29])(=O)=O. Product: [Cl:29][CH2:1][CH2:2]/[CH:3]=[CH:4]\[CH2:5][CH2:6]/[CH:7]=[CH:8]\[CH:9]=[CH:10]\[CH2:11][CH3:12]. The catalyst class is: 805.